From a dataset of Full USPTO retrosynthesis dataset with 1.9M reactions from patents (1976-2016). Predict the reactants needed to synthesize the given product. (1) Given the product [CH3:1][O:2][C:3](=[O:15])[CH2:4][O:5][C:6]1[CH:11]=[C:10]([CH3:12])[C:9]([S:13][CH2:17][C:18]2[S:22][C:21]([C:23]3[CH:24]=[CH:25][C:26]([C:29]([F:32])([F:30])[F:31])=[CH:27][CH:28]=3)=[N:20][C:19]=2[CH3:33])=[CH:8][C:7]=1[CH3:14], predict the reactants needed to synthesize it. The reactants are: [CH3:1][O:2][C:3](=[O:15])[CH2:4][O:5][C:6]1[CH:11]=[C:10]([CH3:12])[C:9]([SH:13])=[CH:8][C:7]=1[CH3:14].Cl[CH2:17][C:18]1[S:22][C:21]([C:23]2[CH:28]=[CH:27][C:26]([C:29]([F:32])([F:31])[F:30])=[CH:25][CH:24]=2)=[N:20][C:19]=1[CH3:33].C(=O)([O-])[O-].[Cs+].[Cs+]. (2) Given the product [NH:1]1[C:9]2[C:4](=[CH:5][C:6]([C:10]3[N:15]=[C:14]4[N:16]([CH:19]5[CH2:24][CH2:23][CH:22]([OH:25])[CH2:21][CH2:20]5)[N:17]=[CH:18][C:13]4=[C:12]([N:26]4[CH2:27][CH2:28][O:29][CH2:30][CH2:31]4)[N:11]=3)=[CH:7][CH:8]=2)[CH:3]=[CH:2]1, predict the reactants needed to synthesize it. The reactants are: [NH:1]1[C:9]2[C:4](=[CH:5][C:6]([C:10]3[N:15]=[C:14]4[N:16]([CH:19]5[CH2:24][CH2:23][C:22](=[O:25])[CH2:21][CH2:20]5)[N:17]=[CH:18][C:13]4=[C:12]([N:26]4[CH2:31][CH2:30][O:29][CH2:28][CH2:27]4)[N:11]=3)=[CH:7][CH:8]=2)[CH:3]=[CH:2]1.NC1C=NC=CC=1.C([BH3-])#N.[Na+]. (3) Given the product [NH:1]1[CH2:6][CH2:5][CH2:4][CH2:3][CH:2]1[C:7]1[CH:12]=[CH:11][C:10]([C:13]2[O:14][C:15]3[C:21]([C:22]([NH2:24])=[O:23])=[CH:20][CH:19]=[CH:18][C:16]=3[N:17]=2)=[CH:9][CH:8]=1, predict the reactants needed to synthesize it. The reactants are: [N:1]1[CH:6]=[CH:5][CH:4]=[CH:3][C:2]=1[C:7]1[CH:12]=[CH:11][C:10]([C:13]2[O:14][C:15]3[C:21]([C:22]([NH2:24])=[O:23])=[CH:20][CH:19]=[CH:18][C:16]=3[N:17]=2)=[CH:9][CH:8]=1.[H][H]. (4) Given the product [CH:4]1[C:5]2[C:10](=[CH:9][CH:8]=[CH:7][CH:6]=2)[CH:11]=[CH:12][C:3]=1[CH2:2][N:17]1[C:16](=[O:18])[C:15]2=[CH:19][CH:20]=[CH:21][CH:22]=[C:14]2[C:13]1=[O:23], predict the reactants needed to synthesize it. The reactants are: Br[CH2:2][C:3]1[CH:12]=[CH:11][C:10]2[C:5](=[CH:6][CH:7]=[CH:8][CH:9]=2)[CH:4]=1.[C:13]1(=[O:23])[NH:17][C:16](=[O:18])[C:15]2=[CH:19][CH:20]=[CH:21][CH:22]=[C:14]12.[K]. (5) Given the product [CH:1]1([N:4]([C@H:5]2[CH2:6][CH2:7][C@H:8]([C:11]3[CH:12]=[N:13][CH:14]=[CH:15][CH:16]=3)[CH2:9][CH2:10]2)[C:26](=[O:27])[C:25]2[CH:29]=[CH:30][C:22]([C@@:19]([OH:21])([CH3:20])[C:18]([F:17])([F:31])[F:32])=[CH:23][CH:24]=2)[CH2:2][CH2:3]1, predict the reactants needed to synthesize it. The reactants are: [CH:1]1([NH:4][C@H:5]2[CH2:10][CH2:9][C@H:8]([C:11]3[CH:12]=[N:13][CH:14]=[CH:15][CH:16]=3)[CH2:7][CH2:6]2)[CH2:3][CH2:2]1.[F:17][C:18]([F:32])([F:31])[C@:19]([C:22]1[CH:30]=[CH:29][C:25]([C:26](O)=[O:27])=[CH:24][CH:23]=1)([OH:21])[CH3:20].CCN=C=NCCCN(C)C.C1C=NC2N(O)N=NC=2C=1.C([O-])(O)=O.[Na+]. (6) Given the product [Cl:1][CH2:2][C:3]([N:26]1[CH2:25][CH2:24][CH:23]([N:21]2[C:20](=[O:29])[CH2:19][CH2:18][C:17]([C:11]3[CH:12]=[CH:13][C:14]([O:15][CH3:16])=[C:9]([O:8][CH3:7])[CH:10]=3)=[N:22]2)[CH2:28][CH2:27]1)=[O:4], predict the reactants needed to synthesize it. The reactants are: [Cl:1][CH2:2][C:3](Cl)=[O:4].Cl.[CH3:7][O:8][C:9]1[CH:10]=[C:11]([C:17]2[CH:18](C)[CH2:19][C:20](=[O:29])[N:21]([CH:23]3[CH2:28][CH2:27][NH:26][CH2:25][CH2:24]3)[N:22]=2)[CH:12]=[CH:13][C:14]=1[O:15][CH3:16].C(N(CC)CC)C. (7) Given the product [Br:11][C:12]1[CH:13]=[CH:14][C:15]([S:20]([CH2:23][CH3:24])(=[O:22])=[O:21])=[C:16]([CH:19]=1)[CH2:17][NH:18][C:30](=[O:31])[C:29]1[CH:33]=[CH:34][CH:35]=[C:27]([C:26]([F:25])([F:36])[F:37])[CH:28]=1, predict the reactants needed to synthesize it. The reactants are: CCN(C(C)C)C(C)C.Cl.[Br:11][C:12]1[CH:13]=[CH:14][C:15]([S:20]([CH2:23][CH3:24])(=[O:22])=[O:21])=[C:16]([CH:19]=1)[CH2:17][NH2:18].[F:25][C:26]([F:37])([F:36])[C:27]1[CH:28]=[C:29]([CH:33]=[CH:34][CH:35]=1)[C:30](O)=[O:31].CN(C(ON1N=NC2C=CC=CC1=2)=[N+](C)C)C.F[P-](F)(F)(F)(F)F. (8) Given the product [OH:1][CH2:2][C:3]1([CH3:31])[S:9][CH2:8][CH2:7][N:6]2[C:10]([C:13]3([C:16]4[CH:21]=[CH:20][C:19]([C:22]5[CH:30]=[CH:29][C:25]([C:26]([OH:27])=[O:32])=[CH:24][N:23]=5)=[CH:18][CH:17]=4)[CH2:15][CH2:14]3)=[N:11][N:12]=[C:5]2[CH2:4]1, predict the reactants needed to synthesize it. The reactants are: [OH:1][CH2:2][C:3]1([CH3:31])[S:9][CH2:8][CH2:7][N:6]2[C:10]([C:13]3([C:16]4[CH:21]=[CH:20][C:19]([C:22]5[CH:30]=[CH:29][C:25]([C:26](N)=[O:27])=[CH:24][N:23]=5)=[CH:18][CH:17]=4)[CH2:15][CH2:14]3)=[N:11][N:12]=[C:5]2[CH2:4]1.[OH-:32].[K+].Cl. (9) Given the product [C:11]([O:15][C:16]([N:18]1[CH2:23][CH2:22][N:21]([S:24]([C:27]2[CH:32]=[CH:31][C:30]([NH:10][C:7]3[N:8]=[CH:9][C:4]([N+:1]([O-:3])=[O:2])=[CH:5][N:6]=3)=[CH:29][CH:28]=2)(=[O:26])=[O:25])[CH2:20][CH2:19]1)=[O:17])([CH3:14])([CH3:12])[CH3:13], predict the reactants needed to synthesize it. The reactants are: [N+:1]([C:4]1[CH:5]=[N:6][C:7]([NH2:10])=[N:8][CH:9]=1)([O-:3])=[O:2].[C:11]([O:15][C:16]([N:18]1[CH2:23][CH2:22][N:21]([S:24]([C:27]2[CH:32]=[CH:31][C:30](Br)=[CH:29][CH:28]=2)(=[O:26])=[O:25])[CH2:20][CH2:19]1)=[O:17])([CH3:14])([CH3:13])[CH3:12].CC1(C)C2C(=C(P(C3C=CC=CC=3)C3C=CC=CC=3)C=CC=2)OC2C(P(C3C=CC=CC=3)C3C=CC=CC=3)=CC=CC1=2.CC(C)([O-])C.[K+].